Dataset: Reaction yield outcomes from USPTO patents with 853,638 reactions. Task: Predict the reaction yield, written as a fraction of the theoretical maximum amount of product (1.0 means a 100% yield; for example, 0.34 means a 34% yield). (1) The reactants are [Cl:1][C:2]1[C:3]([NH:18][C:19]2[CH:27]=[CH:26][CH:25]=[CH:24][C:20]=2[C:21]([OH:23])=O)=[CH:4][C:5]([NH:8][C:9]2[N:13]([CH:14]([CH3:16])[CH3:15])[N:12]=[C:11]([CH3:17])[CH:10]=2)=[N:6][CH:7]=1.ON1C2C=CC=CC=2N=N1.CN(C)CCCN=C=NCC.Cl.[CH3:50][O:51][NH2:52].C(N(C(C)C)CC)(C)C. The catalyst is CN(C)C=O.C(O)(=O)C.O. The product is [Cl:1][C:2]1[C:3]([NH:18][C:19]2[CH:27]=[CH:26][CH:25]=[CH:24][C:20]=2[C:21]([NH:52][O:51][CH3:50])=[O:23])=[CH:4][C:5]([NH:8][C:9]2[N:13]([CH:14]([CH3:15])[CH3:16])[N:12]=[C:11]([CH3:17])[CH:10]=2)=[N:6][CH:7]=1. The yield is 0.940. (2) The reactants are I[C:2]1[CH:3]=[N:4][O:5][CH:6]=1.[CH:7]([C:9]1[CH:10]=[C:11](OB(O)O)[CH:12]=[CH:13][CH:14]=1)=[O:8].C(=O)([O-])[O-].[Na+].[Na+]. The catalyst is COCCOC.O.C1(C)C=CC=CC=1.CCO.C1C=CC([P]([Pd]([P](C2C=CC=CC=2)(C2C=CC=CC=2)C2C=CC=CC=2)([P](C2C=CC=CC=2)(C2C=CC=CC=2)C2C=CC=CC=2)[P](C2C=CC=CC=2)(C2C=CC=CC=2)C2C=CC=CC=2)(C2C=CC=CC=2)C2C=CC=CC=2)=CC=1. The product is [O:5]1[CH:6]=[C:2]([C:13]2[CH:14]=[C:9]([CH:10]=[CH:11][CH:12]=2)[CH:7]=[O:8])[CH:3]=[N:4]1. The yield is 0.0150. (3) The reactants are Br[CH2:2][C:3]([CH2:5][O:6][C:7]([C:20]1[CH:25]=[CH:24][CH:23]=[CH:22][CH:21]=1)([C:14]1[CH:19]=[CH:18][CH:17]=[CH:16][CH:15]=1)[C:8]1[CH:13]=[CH:12][CH:11]=[CH:10][CH:9]=1)=[CH2:4].C[Si]([C:30]#[N:31])(C)C.[F-].C([N+](CCCC)(CCCC)CCCC)CCC.C1COCC1. The catalyst is CC#N. The product is [C:8]1([C:7]([C:20]2[CH:25]=[CH:24][CH:23]=[CH:22][CH:21]=2)([C:14]2[CH:19]=[CH:18][CH:17]=[CH:16][CH:15]=2)[O:6][CH2:5][C:3](=[CH2:4])[CH2:2][C:30]#[N:31])[CH:13]=[CH:12][CH:11]=[CH:10][CH:9]=1. The yield is 0.640. (4) The reactants are [N+:1]([C:4]1[CH:5]=[CH:6][C:7]([CH:10]([C:18]([O:20][CH3:21])=[O:19])[C:11]([O:13][C:14]([CH3:17])([CH3:16])[CH3:15])=[O:12])=[N:8][CH:9]=1)([O-:3])=[O:2].[C:22](=O)([O-])[O-].[Cs+].[Cs+].CI.O. The catalyst is CN(C=O)C. The product is [CH3:22][C:10]([C:7]1[CH:6]=[CH:5][C:4]([N+:1]([O-:3])=[O:2])=[CH:9][N:8]=1)([C:18]([O:20][CH3:21])=[O:19])[C:11]([O:13][C:14]([CH3:16])([CH3:17])[CH3:15])=[O:12]. The yield is 0.800. (5) The reactants are [CH3:1][N:2]([CH2:4][C-:5]1[CH:9]=[CH:8][CH:7]=[C:6]1[CH2:10][N:11]([CH3:13])[CH3:12])[CH3:3].[CH-:14]1[CH:18]=[CH:17][CH:16]=[CH:15]1.[Fe+2:19].C([Li])CCC.[CH2:25]=[O:26]. The catalyst is C(OCC)C. The product is [OH:26][CH2:25][C-:9]1[CH:8]=[CH:7][C:6]([CH2:10][N:11]([CH3:13])[CH3:12])=[C:5]1[CH2:4][N:2]([CH3:1])[CH3:3].[CH-:14]1[CH:18]=[CH:17][CH:16]=[CH:15]1.[Fe+2:19]. The yield is 0.910. (6) The reactants are [NH2:1][CH:2]([C:6]#[N:7])[C:3]([NH2:5])=[O:4].[N:8]([C:11]1[CH:20]=[CH:19][C:18]2[C:13](=[CH:14][CH:15]=[CH:16][CH:17]=2)[CH:12]=1)=[C:9]=[S:10]. The catalyst is CCOC(C)=O. The product is [NH2:7][C:6]1[S:10][C:9]([NH:8][C:11]2[CH:20]=[CH:19][C:18]3[C:13](=[CH:14][CH:15]=[CH:16][CH:17]=3)[CH:12]=2)=[N:1][C:2]=1[C:3]([NH2:5])=[O:4]. The yield is 0.780. (7) The reactants are [OH:1][C:2]1[CH:11]=[C:10]([CH3:12])[C:9]2[C:4](=[CH:5][CH:6]=[CH:7][CH:8]=2)[C:3]=1[CH:13]=[O:14].[C:15]([C@@H:19]1[CH2:24][CH2:23][C@H:22](O)[CH2:21][CH2:20]1)([CH3:18])([CH3:17])[CH3:16].C1(P(C2C=CC=CC=2)C2C=CC=CC=2)C=CC=CC=1.N(C(OC(C)C)=O)=NC(OC(C)C)=O. The catalyst is C(Cl)Cl. The product is [C:15]([C@H:19]1[CH2:24][CH2:23][C@H:22]([O:1][C:2]2[CH:11]=[C:10]([CH3:12])[C:9]3[C:4](=[CH:5][CH:6]=[CH:7][CH:8]=3)[C:3]=2[CH:13]=[O:14])[CH2:21][CH2:20]1)([CH3:18])([CH3:17])[CH3:16]. The yield is 0.620. (8) The reactants are [N:1]12[CH2:8][CH2:7][CH:4]([CH2:5][CH2:6]1)[C:3](=O)[CH2:2]2.[CH3:10][O:11][C:12]1[CH:17]=[CH:16][CH:15]=[C:14]([NH2:18])[CH:13]=1.[BH4-].[Na+]. The catalyst is CCO. The product is [CH3:10][O:11][C:12]1[CH:13]=[C:14]([NH:18][CH:3]2[CH:4]3[CH2:7][CH2:8][N:1]([CH2:6][CH2:5]3)[CH2:2]2)[CH:15]=[CH:16][CH:17]=1. The yield is 0.300. (9) The reactants are [OH:1][C:2]1[N:3]=[C:4]([CH3:24])[NH:5][C:6](=[O:23])[C:7]=1[CH2:8][C:9]1[CH:14]=[CH:13][C:12]([C:15]2[C:16]([C:21]#[N:22])=[CH:17][CH:18]=[CH:19][CH:20]=2)=[CH:11][CH:10]=1.C(=O)([O-])[O-].[Cs+].[Cs+].S(OCC)(O[CH2:35][CH3:36])(=O)=O.CN(C)C=O. The catalyst is C(OCC)(=O)C. The product is [CH2:35]([O:1][C:2]1[N:3]=[C:4]([CH3:24])[NH:5][C:6](=[O:23])[C:7]=1[CH2:8][C:9]1[CH:10]=[CH:11][C:12]([C:15]2[C:16]([C:21]#[N:22])=[CH:17][CH:18]=[CH:19][CH:20]=2)=[CH:13][CH:14]=1)[CH3:36]. The yield is 0.160.